Dataset: Catalyst prediction with 721,799 reactions and 888 catalyst types from USPTO. Task: Predict which catalyst facilitates the given reaction. (1) Reactant: [CH3:1][C:2]1[C:7]([CH3:8])=[CH:6][C:5]([CH3:9])=[CH:4][N+:3]=1[O-:10].S(=O)(=O)(O)O.[N+:16]([O-])([OH:18])=[O:17].C(=O)([O-])O.[NH4+]. Product: [CH3:1][C:2]1[C:7]([CH3:8])=[C:6]([N+:16]([O-:18])=[O:17])[C:5]([CH3:9])=[CH:4][N+:3]=1[O-:10]. The catalyst class is: 6. (2) Reactant: Cl[C:2]1[S:3][C:4]([C:7]([C:12]2[CH:21]=[CH:20][C:19]3[C:14](=[CH:15][C:16]([O:24][CH3:25])=[C:17]([O:22][CH3:23])[CH:18]=3)[CH:13]=2)([OH:11])[CH:8]([CH3:10])[CH3:9])=[CH:5][N:6]=1.C([O-])(=O)C.[Na+]. Product: [CH3:23][O:22][C:17]1[CH:18]=[C:19]2[C:14](=[CH:15][C:16]=1[O:24][CH3:25])[CH:13]=[C:12]([C:7]([C:4]1[S:3][CH:2]=[N:6][CH:5]=1)([OH:11])[CH:8]([CH3:10])[CH3:9])[CH:21]=[CH:20]2. The catalyst class is: 29. (3) Reactant: C(OC([NH:8][CH2:9][C:10]([NH:12][C:13]1[CH:18]=[CH:17][CH:16]=[CH:15][C:14]=1[NH:19][C:20]([C:22]1[CH:27]=[CH:26][C:25]([CH2:28][NH:29][C:30]([O:32][CH2:33][C:34]2[CH:35]=[N:36][CH:37]=[CH:38][CH:39]=2)=[O:31])=[CH:24][CH:23]=1)=[O:21])=[O:11])=O)(C)(C)C.C(O)(C(F)(F)F)=O. Product: [NH2:8][CH2:9][C:10]([NH:12][C:13]1[CH:18]=[CH:17][CH:16]=[CH:15][C:14]=1[NH:19][C:20]([C:22]1[CH:27]=[CH:26][C:25]([CH2:28][NH:29][C:30]([O:32][CH2:33][C:34]2[CH:35]=[N:36][CH:37]=[CH:38][CH:39]=2)=[O:31])=[CH:24][CH:23]=1)=[O:21])=[O:11]. The catalyst class is: 2. (4) Reactant: [C:1]([O:5][C:6]([N:8]1[CH2:12][CH:11]([O:13][C:14]2[CH:19]=[CH:18][C:17]([F:20])=[CH:16][C:15]=2[F:21])[CH2:10][CH:9]1[C:22]([O:24]C)=[O:23])=[O:7])([CH3:4])([CH3:3])[CH3:2].[OH-].[Na+].Cl. Product: [C:1]([O:5][C:6]([N:8]1[CH2:12][CH:11]([O:13][C:14]2[CH:19]=[CH:18][C:17]([F:20])=[CH:16][C:15]=2[F:21])[CH2:10][CH:9]1[C:22]([OH:24])=[O:23])=[O:7])([CH3:4])([CH3:2])[CH3:3]. The catalyst class is: 1. (5) Product: [CH2:1]([N:8]1[CH2:13][CH2:12][C:11]([CH2:14][OH:15])([CH3:21])[CH2:10][CH2:9]1)[C:2]1[CH:7]=[CH:6][CH:5]=[CH:4][CH:3]=1. The catalyst class is: 27. Reactant: [CH2:1]([N:8]1[CH2:13][CH2:12][C:11]([CH3:21])([C:14](OC(C)(C)C)=[O:15])[CH2:10][CH2:9]1)[C:2]1[CH:7]=[CH:6][CH:5]=[CH:4][CH:3]=1.[AlH4-].[Li+].[OH-].[Na+]. (6) Reactant: C(OC(=O)[NH:7][CH2:8][CH2:9][O:10][P:11]([O:14][P:15]([O:18][CH2:19][C@@H:20]1[C@@H:24]([OH:25])[C@@H:23]([OH:26])[C@H:22]([N:27]2[CH:35]=[N:34][C:33]3[C:32](=[O:36])[NH:31][C:30]([NH2:37])=[N:29][C:28]2=3)[O:21]1)([OH:17])=[O:16])([OH:13])=[O:12])(C)(C)C.O.FC(F)(F)C(O)=O. Product: [NH2:37][C:30]1[NH:31][C:32](=[O:36])[C:33]2[N:34]=[CH:35][N:27]([C@@H:22]3[O:21][C@H:20]([CH2:19][O:18][P:15]([O:14][P:11]([O:10][CH2:9][CH2:8][NH2:7])([OH:13])=[O:12])([OH:17])=[O:16])[C@@H:24]([OH:25])[C@H:23]3[OH:26])[C:28]=2[N:29]=1. The catalyst class is: 4.